The task is: Predict the product of the given reaction.. This data is from Forward reaction prediction with 1.9M reactions from USPTO patents (1976-2016). (1) Given the reactants [F:1][C:2]1[CH:10]=[CH:9][C:5]([C:6]([OH:8])=[O:7])=[CH:4][C:3]=1[C:11]([F:14])([F:13])[F:12].OS(O)(=O)=O.[C:20]([O-])(O)=O.[Na+], predict the reaction product. The product is: [F:1][C:2]1[CH:10]=[CH:9][C:5]([C:6]([O:8][CH3:20])=[O:7])=[CH:4][C:3]=1[C:11]([F:12])([F:13])[F:14]. (2) Given the reactants [NH2:1][C:2]1[S:3][CH:4]=[C:5]([C:7]([NH:9][C@@H:10]([CH3:26])[CH2:11][N:12]2[CH:16]=[CH:15][C:14]([C:17]3[CH:22]=[CH:21][C:20]([C:23]#[N:24])=[C:19]([Cl:25])[CH:18]=3)=[N:13]2)=[O:8])[N:6]=1.CCN(C(C)C)C(C)C.C1C=CC2N(O)N=NC=2C=1.CCN=C=NCCCN(C)C.[CH3:57][N:58]([CH3:63])[CH2:59][C:60](O)=[O:61], predict the reaction product. The product is: [Cl:25][C:19]1[CH:18]=[C:17]([C:14]2[CH:15]=[CH:16][N:12]([CH2:11][C@@H:10]([NH:9][C:7]([C:5]3[N:6]=[C:2]([NH:1][C:60](=[O:61])[CH2:59][N:58]([CH3:63])[CH3:57])[S:3][CH:4]=3)=[O:8])[CH3:26])[N:13]=2)[CH:22]=[CH:21][C:20]=1[C:23]#[N:24].